From a dataset of Forward reaction prediction with 1.9M reactions from USPTO patents (1976-2016). Predict the product of the given reaction. (1) Given the reactants [Cl:1][C:2]1[C:7]([O:8][CH3:9])=[CH:6][C:5]([O:10][CH3:11])=[C:4]([Cl:12])[C:3]=1[N:13]([CH2:38][O:39][CH2:40][CH2:41][Si:42]([CH3:45])([CH3:44])[CH3:43])[C:14]([N:16]([C:18]1[CH:23]=[C:22]([NH:24][C:25]2[CH:30]=[CH:29][C:28]([CH2:31][N:32]([CH3:34])[CH3:33])=[CH:27][C:26]=2[N+:35]([O-])=O)[N:21]=[CH:20][N:19]=1)[CH3:17])=[O:15], predict the reaction product. The product is: [NH2:35][C:26]1[CH:27]=[C:28]([CH2:31][N:32]([CH3:34])[CH3:33])[CH:29]=[CH:30][C:25]=1[NH:24][C:22]1[N:21]=[CH:20][N:19]=[C:18]([N:16]([CH3:17])[C:14]([N:13]([C:3]2[C:4]([Cl:12])=[C:5]([O:10][CH3:11])[CH:6]=[C:7]([O:8][CH3:9])[C:2]=2[Cl:1])[CH2:38][O:39][CH2:40][CH2:41][Si:42]([CH3:45])([CH3:44])[CH3:43])=[O:15])[CH:23]=1. (2) Given the reactants C1(P(C2CCCCC2)C2C=CC=CC=2C2C=CC=CC=2C)CCCCC1.Br[C:28]1[CH:29]=[CH:30][C:31]([F:34])=[N:32][CH:33]=1.[O-]P([O-])([O-])=O.[K+].[K+].[K+].[CH3:43][C:44]([CH3:46])=[O:45], predict the reaction product. The product is: [F:34][C:31]1[N:32]=[CH:33][C:28]([CH2:43][C:44](=[O:45])[CH3:46])=[CH:29][CH:30]=1. (3) Given the reactants [C:1]([CH:4]1[C:9](=[O:10])[CH2:8][C:7]([CH3:12])([CH3:11])[CH2:6][C:5]1=O)(=O)[CH3:2].C([O-])(=O)C.[Na+].[NH2:19][CH:20](C(OCC)=O)[C:21]([O:23][CH2:24][CH3:25])=[O:22].O, predict the reaction product. The product is: [CH3:2][C:1]1[NH:19][C:20]([C:21]([O:23][CH2:24][CH3:25])=[O:22])=[C:5]2[C:4]=1[C:9](=[O:10])[CH2:8][C:7]([CH3:12])([CH3:11])[CH2:6]2. (4) Given the reactants [CH2:1]([O:3][CH2:4][C:5]1[N:6]([CH2:19][CH2:20][O:21][CH2:22][C:23]#[C:24][C:25]2[CH:30]=[CH:29][CH:28]=[CH:27][CH:26]=2)[C:7]2[C:12]([CH3:13])=[C:11]([CH3:14])[N:10]3N=N[N:17]=[C:9]3[C:8]=2[N:18]=1)[CH3:2].C1(P(C2C=CC=CC=2)C2C=CC=CC=2)C=CC=CC=1.Cl.[OH-].[K+], predict the reaction product. The product is: [CH2:1]([O:3][CH2:4][C:5]1[N:6]([CH2:19][CH2:20][O:21][CH2:22][C:23]#[C:24][C:25]2[CH:26]=[CH:27][CH:28]=[CH:29][CH:30]=2)[C:7]2[C:12]([CH3:13])=[C:11]([CH3:14])[N:10]=[C:9]([NH2:17])[C:8]=2[N:18]=1)[CH3:2]. (5) Given the reactants [CH3:1][S:2]([C:5]1[CH:10]=[CH:9][C:8]([C:11](=O)[CH2:12][CH:13]([CH3:17])[C:14](=O)[CH3:15])=[CH:7][CH:6]=1)(=[O:4])=[O:3].[Br:19][C:20]1[CH:26]=[CH:25][C:23]([NH2:24])=[CH:22][CH:21]=1.C1(C)C=CC(S(O)(=O)=O)=CC=1, predict the reaction product. The product is: [Br:19][C:20]1[CH:26]=[CH:25][C:23]([N:24]2[C:11]([C:8]3[CH:9]=[CH:10][C:5]([S:2]([CH3:1])(=[O:4])=[O:3])=[CH:6][CH:7]=3)=[CH:12][C:13]([CH3:17])=[C:14]2[CH3:15])=[CH:22][CH:21]=1.